Predict the reactants needed to synthesize the given product. From a dataset of Full USPTO retrosynthesis dataset with 1.9M reactions from patents (1976-2016). (1) Given the product [Cl:1][C:2]1[CH:3]=[C:4]([N:19]([C:28]2[CH:33]=[CH:32][C:31]([F:34])=[CH:30][CH:29]=2)[C:20]([C:22]2([C:25]([NH2:27])=[O:26])[CH2:24][CH2:23]2)=[O:21])[CH:5]=[CH:6][C:7]=1[O:8][C:9]1[CH:14]=[CH:13][N:12]=[C:11]2[CH:15]=[C:16]([C:40]#[C:39][CH2:38][N:37]([CH2:41][CH3:42])[CH2:35][CH3:36])[S:17][C:10]=12, predict the reactants needed to synthesize it. The reactants are: [Cl:1][C:2]1[CH:3]=[C:4]([N:19]([C:28]2[CH:33]=[CH:32][C:31]([F:34])=[CH:30][CH:29]=2)[C:20]([C:22]2([C:25]([NH2:27])=[O:26])[CH2:24][CH2:23]2)=[O:21])[CH:5]=[CH:6][C:7]=1[O:8][C:9]1[CH:14]=[CH:13][N:12]=[C:11]2[CH:15]=[C:16](I)[S:17][C:10]=12.[CH2:35]([N:37]([CH2:41][CH3:42])[CH2:38][C:39]#[CH:40])[CH3:36]. (2) Given the product [OH2:3].[ClH:16].[CH2:11]([C:7]1[N:6]=[C:5]([CH:4]=[O:3])[N:9]([CH3:10])[N:8]=1)[CH3:12], predict the reactants needed to synthesize it. The reactants are: C([O:3][CH:4](OCC)[C:5]1[N:9]([CH3:10])[N:8]=[C:7]([CH2:11][CH3:12])[N:6]=1)C.[ClH:16].